From a dataset of Forward reaction prediction with 1.9M reactions from USPTO patents (1976-2016). Predict the product of the given reaction. (1) Given the reactants [NH2:1][C:2]1[CH:3]=[C:4]([CH:13]=[C:14]([NH2:16])[CH:15]=1)[C:5]([NH:7][CH:8]1[CH2:12][CH2:11][CH2:10][CH2:9]1)=[O:6].[CH:17]1([C:22](Cl)=[O:23])[CH2:21][CH2:20][CH2:19][CH2:18]1.CN1[C:30](=[O:31])[CH2:29][CH2:28][CH2:27]1.[Li+].[Cl-].N1C=CC=[CH:36][CH:35]=1, predict the reaction product. The product is: [CH:8]1([NH:7][C:5](=[O:6])[C:4]2[CH:13]=[C:14]([NH:16][C:22]([CH:17]3[CH2:21][CH2:20][CH2:19][CH2:18]3)=[O:23])[CH:15]=[C:2]([NH:1][C:30]([CH:29]3[CH2:36][CH2:35][CH2:27][CH2:28]3)=[O:31])[CH:3]=2)[CH2:9][CH2:10][CH2:11][CH2:12]1. (2) Given the reactants [F:1][CH:2]([F:17])[CH2:3][O:4][C:5]1[N:13]=[CH:12][C:11]([N+:14]([O-:16])=[O:15])=[CH:10][C:6]=1[C:7](O)=[O:8].S(Cl)([Cl:20])=O, predict the reaction product. The product is: [F:1][CH:2]([F:17])[CH2:3][O:4][C:5]1[N:13]=[CH:12][C:11]([N+:14]([O-:16])=[O:15])=[CH:10][C:6]=1[C:7]([Cl:20])=[O:8]. (3) Given the reactants [F:1][C:2]1[CH:7]=[CH:6][C:5]([C:8]2[C:16]3[C:11](=[CH:12][CH:13]=[C:14]([C:17]([OH:19])=O)[CH:15]=3)[NH:10][N:9]=2)=[CH:4][CH:3]=1.[N:20]1[CH:25]=[CH:24][CH:23]=[C:22]([CH2:26][NH2:27])[CH:21]=1, predict the reaction product. The product is: [N:20]1[CH:25]=[CH:24][CH:23]=[C:22]([CH2:26][NH:27][C:17]([C:14]2[CH:15]=[C:16]3[C:11](=[CH:12][CH:13]=2)[NH:10][N:9]=[C:8]3[C:5]2[CH:4]=[CH:3][C:2]([F:1])=[CH:7][CH:6]=2)=[O:19])[CH:21]=1. (4) Given the reactants [CH2:1]([N:3]([CH2:11][CH3:12])[C:4]1[CH:9]=[CH:8][C:7]([NH2:10])=[CH:6][CH:5]=1)[CH3:2].[S:13]([O-:17])([O-:16])(=[O:15])=[S:14], predict the reaction product. The product is: [NH2:10][C:7]1[CH:8]=[CH:9][C:4]([N:3]([CH2:1][CH3:2])[CH2:11][CH3:12])=[CH:5][C:6]=1[S:14][S:13](=[O:16])(=[O:15])[OH:17]. (5) Given the reactants [C:1]([N:5]1[C:9]([CH2:10][CH2:11][CH:12]=O)=[CH:8][C:7]([CH2:14][CH2:15][CH3:16])=[N:6]1)([CH3:4])([CH3:3])[CH3:2].[F:17][C:18]1[CH:23]=[CH:22][C:21]([CH:24]([C:31]2[CH:36]=[CH:35][C:34]([F:37])=[CH:33][CH:32]=2)[N:25]2[CH2:30][CH2:29][NH:28][CH2:27][CH2:26]2)=[CH:20][CH:19]=1.CCN(C(C)C)C(C)C.[BH-](OC(C)=O)(OC(C)=O)OC(C)=O.[Na+], predict the reaction product. The product is: [C:1]([N:5]1[C:9]([CH2:10][CH2:11][CH2:12][N:28]2[CH2:27][CH2:26][N:25]([CH:24]([C:31]3[CH:36]=[CH:35][C:34]([F:37])=[CH:33][CH:32]=3)[C:21]3[CH:20]=[CH:19][C:18]([F:17])=[CH:23][CH:22]=3)[CH2:30][CH2:29]2)=[CH:8][C:7]([CH2:14][CH2:15][CH3:16])=[N:6]1)([CH3:4])([CH3:3])[CH3:2]. (6) Given the reactants [C:1]([O:5][C:6]([N:8]1[CH2:13][C:12](=[O:14])[N:11]([C:15]2[CH:20]=[CH:19][C:18]([O:21][CH2:22][C:23]3[CH:28]=[CH:27][CH:26]=[CH:25][CH:24]=3)=[CH:17][CH:16]=2)[C@@H:10]([CH2:29][OH:30])[CH2:9]1)=[O:7])([CH3:4])([CH3:3])[CH3:2].C(N(CC)CC)C.[F:38][C:39]([F:52])([F:51])[S:40](O[S:40]([C:39]([F:52])([F:51])[F:38])(=[O:42])=[O:41])(=[O:42])=[O:41].O, predict the reaction product. The product is: [C:1]([O:5][C:6]([N:8]1[CH2:9][C@H:10]([CH2:29][O:30][S:40]([C:39]([F:52])([F:51])[F:38])(=[O:42])=[O:41])[N:11]([C:15]2[CH:20]=[CH:19][C:18]([O:21][CH2:22][C:23]3[CH:28]=[CH:27][CH:26]=[CH:25][CH:24]=3)=[CH:17][CH:16]=2)[C:12](=[O:14])[CH2:13]1)=[O:7])([CH3:4])([CH3:3])[CH3:2]. (7) Given the reactants Cl[C:2]1[C:7]([C:8]#[N:9])=[C:6]([C:10]([F:13])([F:12])[F:11])[CH:5]=[C:4]([C:14]2[CH:19]=[CH:18][C:17]([Cl:20])=[CH:16][CH:15]=2)[N:3]=1.Cl.[NH:22]1[CH2:27][CH2:26][CH2:25][CH:24]([NH:28][C:29]2[N:34]=[CH:33][C:32]([C:35]#[N:36])=[CH:31][CH:30]=2)[CH2:23]1, predict the reaction product. The product is: [Cl:20][C:17]1[CH:18]=[CH:19][C:14]([C:4]2[N:3]=[C:2]([N:22]3[CH2:27][CH2:26][CH2:25][CH:24]([NH:28][C:29]4[CH:30]=[CH:31][C:32]([C:35]#[N:36])=[CH:33][N:34]=4)[CH2:23]3)[C:7]([C:8]#[N:9])=[C:6]([C:10]([F:13])([F:12])[F:11])[CH:5]=2)=[CH:15][CH:16]=1. (8) Given the reactants Cl[C:2]1[N:3]=[C:4]([NH:18][CH3:19])[C:5]2[N:6]=[C:7]([NH:14][CH2:15][CH2:16][CH3:17])[N:8]=[C:9]([NH:12][CH3:13])[C:10]=2[N:11]=1.[F:20][C:21]1[CH:26]=[CH:25][C:24](B(O)O)=[CH:23][CH:22]=1.C([O-])([O-])=O.[Na+].[Na+].O, predict the reaction product. The product is: [CH3:13][NH:12][C:9]1[C:10]2[N:11]=[C:2]([C:24]3[CH:25]=[CH:26][C:21]([F:20])=[CH:22][CH:23]=3)[N:3]=[C:4]([NH:18][CH3:19])[C:5]=2[N:6]=[C:7]([NH:14][CH2:15][CH2:16][CH3:17])[N:8]=1. (9) Given the reactants Cl.Cl[CH2:3][C:4]1[CH:9]=[CH:8][C:7]([F:10])=[CH:6][N:5]=1.BrCC1CCCCO1.[NH:19]1[C:27]2[C:22](=[CH:23][CH:24]=[CH:25][CH:26]=2)[C:21]2([C:39]3[C:30](=[CH:31][C:32]4[O:37][CH2:36][CH2:35][O:34][C:33]=4[CH:38]=3)[O:29][CH2:28]2)[C:20]1=[O:40], predict the reaction product. The product is: [F:10][C:7]1[CH:8]=[CH:9][C:4]([CH2:3][N:19]2[C:27]3[C:22](=[CH:23][CH:24]=[CH:25][CH:26]=3)[C:21]3([C:39]4[C:30](=[CH:31][C:32]5[O:37][CH2:36][CH2:35][O:34][C:33]=5[CH:38]=4)[O:29][CH2:28]3)[C:20]2=[O:40])=[N:5][CH:6]=1. (10) Given the reactants [CH3:1][O:2][C:3]([C:5]1[C:13]2[C:8](=[CH:9][C:10]([Cl:14])=[CH:11][CH:12]=2)[NH:7][C:6]=1[CH3:15])=[O:4].Br[CH:17]([CH3:19])[CH3:18].C(=O)([O-])[O-].[K+].[K+].CN(C=O)C, predict the reaction product. The product is: [CH3:1][O:2][C:3]([C:5]1[C:13]2[C:8](=[CH:9][C:10]([Cl:14])=[CH:11][CH:12]=2)[N:7]([CH:17]([CH3:19])[CH3:18])[C:6]=1[CH3:15])=[O:4].